This data is from Peptide-MHC class II binding affinity with 134,281 pairs from IEDB. The task is: Regression. Given a peptide amino acid sequence and an MHC pseudo amino acid sequence, predict their binding affinity value. This is MHC class II binding data. (1) The peptide sequence is EVVAATPTSLLISWG. The MHC is DRB1_1101 with pseudo-sequence DRB1_1101. The binding affinity (normalized) is 0.0636. (2) The peptide sequence is GELQIVDKIDAAMKI. The MHC is DRB1_0401 with pseudo-sequence DRB1_0401. The binding affinity (normalized) is 0.396. (3) The peptide sequence is GILQAYDLRDAPETP. The MHC is HLA-DPA10201-DPB10501 with pseudo-sequence HLA-DPA10201-DPB10501. The binding affinity (normalized) is 0.189. (4) The peptide sequence is QRPLVTIKIGGQLKE. The MHC is DRB1_0301 with pseudo-sequence DRB1_0301. The binding affinity (normalized) is 0.133. (5) The peptide sequence is ANEAVQDPKFWELVD. The MHC is HLA-DQA10201-DQB10402 with pseudo-sequence HLA-DQA10201-DQB10402. The binding affinity (normalized) is 0. (6) The peptide sequence is RQDSSSTGWNETIVE. The MHC is DRB1_1302 with pseudo-sequence DRB1_1302. The binding affinity (normalized) is 0.377. (7) The peptide sequence is DTRLMRLEDEMKEGR. The MHC is DRB3_0101 with pseudo-sequence DRB3_0101. The binding affinity (normalized) is 0.0437.